From a dataset of Full USPTO retrosynthesis dataset with 1.9M reactions from patents (1976-2016). Predict the reactants needed to synthesize the given product. (1) Given the product [C:30]1([CH:7]([C:1]2[CH:2]=[CH:3][CH:4]=[CH:5][CH:6]=2)[CH2:8][NH:9][C:10]2[N:18]=[C:17]([C:19]([NH:21][CH2:22][CH2:23][N:24]3[CH2:29][CH2:28][CH2:27][CH2:26][CH2:25]3)=[O:20])[N:16]=[C:15]3[C:11]=2[N:12]=[CH:13][N:14]3[C@@H:52]2[O:64][C@H:63]([CH2:65][O:66][C:67](=[O:69])[CH3:68])[C@@H:58]([O:59][C:60](=[O:62])[CH3:61])[C@H:53]2[O:54][C:55](=[O:57])[CH3:56])[CH:35]=[CH:34][CH:33]=[CH:32][CH:31]=1, predict the reactants needed to synthesize it. The reactants are: [C:1]1([CH:7]([C:30]2[CH:35]=[CH:34][CH:33]=[CH:32][CH:31]=2)[CH2:8][NH:9][C:10]2[N:18]=[C:17]([C:19]([NH:21][CH2:22][CH2:23][N:24]3[CH2:29][CH2:28][CH2:27][CH2:26][CH2:25]3)=[O:20])[N:16]=[C:15]3[C:11]=2[N:12]=[CH:13][NH:14]3)[CH:6]=[CH:5][CH:4]=[CH:3][CH:2]=1.FC(F)(F)S(O[Si](C)(C)C)(=O)=O.C(O[C@@H:52]1[O:64][C@H:63]([CH2:65][O:66][C:67](=[O:69])[CH3:68])[C@@H:58]([O:59][C:60](=[O:62])[CH3:61])[C@H:53]1[O:54][C:55](=[O:57])[CH3:56])(=O)C. (2) Given the product [NH2:1][C:2]1[N:7]=[C:6]([N:8]2[C:16]3[C:11](=[CH:12][CH:13]=[C:14]([C:30]#[C:29][C:27]([OH:31])([C:22]4[N:23]=[CH:24][CH:25]=[CH:26][N:21]=4)[CH3:28])[CH:15]=3)[C:10]([C:18]([OH:20])=[O:19])=[N:9]2)[CH:5]=[CH:4][N:3]=1, predict the reactants needed to synthesize it. The reactants are: [NH2:1][C:2]1[N:7]=[C:6]([N:8]2[C:16]3[C:11](=[CH:12][CH:13]=[C:14](I)[CH:15]=3)[C:10]([C:18]([OH:20])=[O:19])=[N:9]2)[CH:5]=[CH:4][N:3]=1.[N:21]1[CH:26]=[CH:25][CH:24]=[N:23][C:22]=1[C:27]([OH:31])([C:29]#[CH:30])[CH3:28]. (3) Given the product [CH2:1]([NH:8][C:9]([C:11]1[S:15][C:14]([N:16]2[CH2:21][CH2:20][CH2:19][CH:18]([CH2:22][C:23]3[CH:24]=[N:25][CH:26]=[CH:27][CH:28]=3)[C:17]2=[O:29])=[N:13][C:12]=1[CH3:30])=[O:10])[C:2]1[CH:3]=[CH:4][CH:5]=[CH:6][CH:7]=1, predict the reactants needed to synthesize it. The reactants are: [CH2:1]([NH:8][C:9]([C:11]1[S:15][C:14]([N:16]2[CH2:21][CH2:20][CH2:19][C:18](=[CH:22][C:23]3[CH:24]=[N:25][CH:26]=[CH:27][CH:28]=3)[C:17]2=[O:29])=[N:13][C:12]=1[CH3:30])=[O:10])[C:2]1[CH:7]=[CH:6][CH:5]=[CH:4][CH:3]=1. (4) The reactants are: [F:1][C:2]1[CH:3]=[C:4]2[C:17](=[CH:18][CH:19]=1)[C:7]1[NH:8][C:9]3[CH:10]=[C:11]([CH3:16])[CH:12]=[C:13]([CH3:15])[C:14]=3[C:6]=1[CH2:5]2.[OH-].[Na+].I[CH3:23]. Given the product [F:1][C:2]1[CH:3]=[C:4]2[C:17](=[CH:18][CH:19]=1)[C:7]1[N:8]([CH3:23])[C:9]3[CH:10]=[C:11]([CH3:16])[CH:12]=[C:13]([CH3:15])[C:14]=3[C:6]=1[CH2:5]2, predict the reactants needed to synthesize it. (5) The reactants are: [CH3:1][C:2]1[S:6][C:5]2[NH:7][C:8]3[CH:9]=[CH:10][CH:11]=[CH:12][C:13]=3[N:14]=[C:15]([N:16]3[CH2:21][CH2:20][N:19]([CH3:22])[CH2:18][CH2:17]3)[C:4]=2[CH:3]=1.C([O-])(=O)C([O-])=O.Cl.C. Given the product [CH3:1][C:2]1[S:6][C:5]2[NH:7][C:8]3[CH:9]=[CH:10][CH:11]=[CH:12][C:13]=3[N:14]=[C:15]([N:16]3[CH2:17][CH2:18][N:19]([CH3:22])[CH2:20][CH2:21]3)[C:4]=2[CH:3]=1, predict the reactants needed to synthesize it. (6) Given the product [F:17][C:4]1[CH:3]=[C:2]([B:18]2[O:22][C:21]([CH3:24])([CH3:23])[C:20]([CH3:26])([CH3:25])[O:19]2)[CH:16]=[CH:15][C:5]=1[CH2:6][NH:7][C:8](=[O:14])[O:9][C:10]([CH3:13])([CH3:12])[CH3:11], predict the reactants needed to synthesize it. The reactants are: Br[C:2]1[CH:16]=[CH:15][C:5]([CH2:6][NH:7][C:8](=[O:14])[O:9][C:10]([CH3:13])([CH3:12])[CH3:11])=[C:4]([F:17])[CH:3]=1.[B:18]1([B:18]2[O:22][C:21]([CH3:24])([CH3:23])[C:20]([CH3:26])([CH3:25])[O:19]2)[O:22][C:21]([CH3:24])([CH3:23])[C:20]([CH3:26])([CH3:25])[O:19]1.C([O-])(=O)C.[K+]. (7) Given the product [CH2:1]([O:3][C:4](=[O:28])[C:5]1[CH:10]=[C:9]([NH2:11])[C:8]([NH2:14])=[CH:7][C:6]=1[O:22][CH2:23][CH2:24][N:25]([CH3:27])[CH3:26])[CH3:2], predict the reactants needed to synthesize it. The reactants are: [CH2:1]([O:3][C:4](=[O:28])[C:5]1[CH:10]=[C:9]([N+:11]([O-])=O)[C:8]([NH:14]CC2C=CC=CC=2)=[CH:7][C:6]=1[O:22][CH2:23][CH2:24][N:25]([CH3:27])[CH3:26])[CH3:2]. (8) Given the product [Cl:71][C:59]1[CH:58]=[CH:57][C:56]([C:55]2[C:50]([C@@H:40]([NH:39][C:87](=[O:88])[CH2:86][N:85]3[C:81]([CH:78]4[CH2:80][CH2:79]4)=[CH:82][C:83]([C:90]([F:92])([F:91])[F:93])=[N:84]3)[CH2:41][C:42]3[CH:47]=[C:46]([F:48])[CH:45]=[C:44]([F:49])[CH:43]=3)=[N:51][C:52]([C:72]#[C:73][C:74]([OH:77])([CH3:75])[CH3:76])=[CH:53][CH:54]=2)=[C:64]2[C:60]=1[C:61]([NH:66][S:67]([CH3:70])(=[O:68])=[O:69])=[N:62][N:63]2[CH3:65], predict the reactants needed to synthesize it. The reactants are: BrC1C([C@@H](NC(=O)CN2C3C(F)(F)CCC(F)(F)C=3C(C(F)F)=N2)CC2C=C(F)C=C(F)C=2)=NC=C(Br)C=1.[NH2:39][C@H:40]([C:50]1[C:55]([C:56]2[CH:57]=[CH:58][C:59]([Cl:71])=[C:60]3[C:64]=2[N:63]([CH3:65])[N:62]=[C:61]3[NH:66][S:67]([CH3:70])(=[O:69])=[O:68])=[CH:54][CH:53]=[C:52]([C:72]#[C:73][C:74]([OH:77])([CH3:76])[CH3:75])[N:51]=1)[CH2:41][C:42]1[CH:47]=[C:46]([F:48])[CH:45]=[C:44]([F:49])[CH:43]=1.[CH:78]1([C:81]2[N:85]([CH2:86][C:87](O)=[O:88])[N:84]=[C:83]([C:90]([F:93])([F:92])[F:91])[CH:82]=2)[CH2:80][CH2:79]1. (9) Given the product [NH2:10][C:7]1[CH:8]=[CH:9][C:4]([C:2](=[O:3])[CH3:1])=[CH:5][C:6]=1[Br:11], predict the reactants needed to synthesize it. The reactants are: [CH3:1][C:2]([C:4]1[CH:9]=[CH:8][C:7]([NH2:10])=[CH:6][CH:5]=1)=[O:3].[Br:11]N1C(=O)CCC1=O.